This data is from Reaction yield outcomes from USPTO patents with 853,638 reactions. The task is: Predict the reaction yield, written as a fraction of the theoretical maximum amount of product (1.0 means a 100% yield; for example, 0.34 means a 34% yield). The reactants are [C:1]([O:5][C:6](=[O:16])[CH2:7][O:8][C:9]1[CH:14]=[CH:13][C:12]([NH2:15])=[CH:11][CH:10]=1)([CH3:4])([CH3:3])[CH3:2].[Cl:17][CH2:18][C:19](Cl)=[O:20]. The product is [C:1]([O:5][C:6](=[O:16])[CH2:7][O:8][C:9]1[CH:10]=[CH:11][C:12]([NH:15][C:19](=[O:20])[CH2:18][Cl:17])=[CH:13][CH:14]=1)([CH3:4])([CH3:2])[CH3:3]. The yield is 0.970. No catalyst specified.